Dataset: Forward reaction prediction with 1.9M reactions from USPTO patents (1976-2016). Task: Predict the product of the given reaction. Given the reactants [CH3:1][N:2]([CH3:19])[C:3]1[C:4]([C:15]([F:18])([F:17])[F:16])=[CH:5][C:6]([N+:12]([O-])=O)=[C:7]([CH2:9][C:10]#N)[CH:8]=1.C(O)C.C(O)(=O)C, predict the reaction product. The product is: [CH3:1][N:2]([CH3:19])[C:3]1[CH:8]=[C:7]2[C:6](=[CH:5][C:4]=1[C:15]([F:18])([F:17])[F:16])[NH:12][CH:10]=[CH:9]2.